This data is from Full USPTO retrosynthesis dataset with 1.9M reactions from patents (1976-2016). The task is: Predict the reactants needed to synthesize the given product. (1) Given the product [CH3:1][C:2]1[C:11]2[S:10][C:9]([C:12]3[N:17]=[C:16]([C:18]([NH:36][CH2:35][CH2:34][CH2:33][CH2:32][CH2:31][CH2:30][NH:29][C:27](=[O:28])[O:26][C:22]([CH3:24])([CH3:23])[CH3:25])=[O:20])[CH:15]=[CH:14][CH:13]=3)=[N:8][C:7](=[O:21])[C:6]=2[CH:5]=[CH:4][CH:3]=1, predict the reactants needed to synthesize it. The reactants are: [CH3:1][C:2]1[C:11]2[S:10][C:9]([C:12]3[N:17]=[C:16]([C:18]([OH:20])=O)[CH:15]=[CH:14][CH:13]=3)=[N:8][C:7](=[O:21])[C:6]=2[CH:5]=[CH:4][CH:3]=1.[C:22]([O:26][C:27]([NH:29][CH2:30][CH2:31][CH2:32][CH2:33][CH2:34][CH2:35][NH2:36])=[O:28])([CH3:25])([CH3:24])[CH3:23].CCN=C=NCCCN(C)C.C1C=CC2N(O)N=NC=2C=1. (2) Given the product [CH3:12][O:11][C:9]([CH:8]1[CH2:7][C:6]([C:28]#[N:29])([C:13]2[CH:18]=[CH:17][C:16]([O:19][CH2:20][CH2:21][CH2:22][N:23]3[CH2:27][CH2:26][CH2:25][CH2:24]3)=[CH:15][CH:14]=2)[CH2:5][CH2:4][C:3]1=[O:2])=[O:10], predict the reactants needed to synthesize it. The reactants are: C[O:2][C:3](=O)[CH2:4][CH2:5][C:6]([C:28]#[N:29])([C:13]1[CH:18]=[CH:17][C:16]([O:19][CH2:20][CH2:21][CH2:22][N:23]2[CH2:27][CH2:26][CH2:25][CH2:24]2)=[CH:15][CH:14]=1)[CH2:7][CH2:8][C:9]([O:11][CH3:12])=[O:10].[H-].[Na+]. (3) Given the product [CH2:3]1[C:4]2[C:9](=[CH:8][CH:7]=[CH:6][CH:5]=2)[CH2:1][N:2]1[CH2:10][CH:11]([CH:13]1[CH2:18][CH2:17][C:16]([N:21]([CH3:23])[CH3:22])([C:19]2[CH:28]=[CH:29][CH:24]=[CH:25][CH:26]=2)[CH2:15][CH2:14]1)[OH:12], predict the reactants needed to synthesize it. The reactants are: [CH2:1]1[C:9]2[C:4](=[CH:5][CH:6]=[CH:7][CH:8]=2)[CH2:3][N:2]1[CH2:10][CH:11]([CH:13]1[CH2:18][CH2:17][C:16]([N:21]([CH3:23])[CH3:22])([C:19]#N)[CH2:15][CH2:14]1)[OH:12].[C:24]1([Mg]Cl)[CH:29]=[CH:28]C=[CH:26][CH:25]=1.[Cl-].[NH4+].O. (4) Given the product [NH2:8][C:6]1[CH:5]=[C:4]([F:11])[C:3]([N:12]2[CH:17]=[CH:16][C:15]([O:18][CH3:19])=[C:14]([C:20]#[N:21])[C:13]2=[O:22])=[C:2]([F:1])[CH:7]=1, predict the reactants needed to synthesize it. The reactants are: [F:1][C:2]1[CH:7]=[C:6]([N+:8]([O-])=O)[CH:5]=[C:4]([F:11])[C:3]=1[N:12]1[CH:17]=[CH:16][C:15]([O:18][CH3:19])=[C:14]([C:20]#[N:21])[C:13]1=[O:22].[Cl-].[NH4+].C(O)C.C(=O)([O-])O.[Na+]. (5) Given the product [Cl:28][CH:29]([Cl:33])[C:30]([NH:1][C:2]1[CH:7]=[CH:6][CH:5]=[C:4]([C:8]2[CH:12]=[C:11]([C:13]3[C:14]([Cl:20])=[CH:15][CH:16]=[CH:17][C:18]=3[Cl:19])[O:10][N:9]=2)[CH:3]=1)=[O:31], predict the reactants needed to synthesize it. The reactants are: [NH2:1][C:2]1[CH:3]=[C:4]([C:8]2[CH:12]=[C:11]([C:13]3[C:18]([Cl:19])=[CH:17][CH:16]=[CH:15][C:14]=3[Cl:20])[O:10][N:9]=2)[CH:5]=[CH:6][CH:7]=1.C(N(CC)CC)C.[Cl:28][CH:29]([Cl:33])[C:30](Cl)=[O:31]. (6) The reactants are: [Cl:1][C:2]1[CH:8]=[C:7]([O:9][C:10]2[C:19]3[C:14](=[CH:15][C:16]([O:22][CH3:23])=[C:17]([O:20][CH3:21])[CH:18]=3)[N:13]=[CH:12][N:11]=2)[CH:6]=[CH:5][C:3]=1[NH2:4].Cl[C:25](Cl)([O:27][C:28](=[O:34])OC(Cl)(Cl)Cl)Cl.[CH:36]1(O)[CH2:40]C[CH2:38][CH2:37]1.C(=O)(O)[O-].[Na+]. Given the product [Cl:1][C:2]1[CH:8]=[C:7]([O:9][C:10]2[C:19]3[C:14](=[CH:15][C:16]([O:22][CH3:23])=[C:17]([O:20][CH3:21])[CH:18]=3)[N:13]=[CH:12][N:11]=2)[CH:6]=[CH:5][C:3]=1[NH:4][C:28](=[O:34])[O:27][CH:25]1[CH2:38][CH2:37][CH2:36][CH2:40]1, predict the reactants needed to synthesize it. (7) Given the product [CH2:22]=[CH:23][C:24]1[CH:29]=[CH:28][C:27]([S:30]([Cl:15])(=[O:33])=[O:31])=[CH:26][CH:25]=1, predict the reactants needed to synthesize it. The reactants are: C(C1C=C(O)C(=CC=1)O)(C)(C)C.S(Cl)([Cl:15])=O.CN(C)C=O.[CH2:22]=[CH:23][C:24]1[CH:29]=[CH:28][C:27]([S:30]([O-:33])(=O)=[O:31])=[CH:26][CH:25]=1.[Na+]. (8) Given the product [CH3:26][C:21]1[CH:22]=[CH:23][CH:24]=[C:25]2[C:20]=1[N:19]=[CH:18][CH:17]=[C:16]2[O:1][C:2]1[CH:3]=[C:4]2[C:9](=[CH:10][CH:11]=1)[C:8]([C:12]([OH:14])=[O:13])=[CH:7][CH:6]=[CH:5]2, predict the reactants needed to synthesize it. The reactants are: [OH:1][C:2]1[CH:3]=[C:4]2[C:9](=[CH:10][CH:11]=1)[C:8]([C:12]([OH:14])=[O:13])=[CH:7][CH:6]=[CH:5]2.Cl[C:16]1[C:25]2[C:20](=[C:21]([CH3:26])[CH:22]=[CH:23][CH:24]=2)[N:19]=[CH:18][CH:17]=1. (9) Given the product [F:33][C:34]([F:41])([F:40])[S:35]([O-:38])(=[O:37])=[O:36].[C:1]1([C:27]2[CH:28]=[CH:29][CH:30]=[CH:31][CH:32]=2)[CH:6]=[CH:5][CH:4]=[CH:3][C:2]=1[C@H:7]1[C@H:12]([C:13]2[CH:18]=[CH:17][CH:16]=[CH:15][C:14]=2[C:19]2[CH:24]=[CH:23][CH:22]=[CH:21][CH:20]=2)[N:11]2[CH2:25][CH2:26][N+:8]1([CH3:34])[CH2:9][CH2:10]2, predict the reactants needed to synthesize it. The reactants are: [C:1]1([C:27]2[CH:32]=[CH:31][CH:30]=[CH:29][CH:28]=2)[CH:6]=[CH:5][CH:4]=[CH:3][C:2]=1[C@H:7]1[C@H:12]([C:13]2[CH:18]=[CH:17][CH:16]=[CH:15][C:14]=2[C:19]2[CH:24]=[CH:23][CH:22]=[CH:21][CH:20]=2)[N:11]2[CH2:25][CH2:26][N:8]1[CH2:9][CH2:10]2.[F:33][C:34]([F:41])([F:40])[S:35]([O:38]C)(=[O:37])=[O:36]. (10) Given the product [CH:1]1([S:6][CH:7]([C:11]2[CH:16]=[CH:15][CH:14]=[CH:13][CH:12]=2)[C:8]([NH:17][C:18]2[CH:23]=[CH:22][CH:21]=[CH:20][N:19]=2)=[O:10])[CH2:2][CH2:3][CH2:4][CH2:5]1, predict the reactants needed to synthesize it. The reactants are: [CH:1]1([S:6][CH:7]([C:11]2[CH:16]=[CH:15][CH:14]=[CH:13][CH:12]=2)[C:8]([OH:10])=O)[CH2:5][CH2:4][CH2:3][CH2:2]1.[NH2:17][C:18]1[CH:23]=[CH:22][CH:21]=[CH:20][N:19]=1.